The task is: Predict which catalyst facilitates the given reaction.. This data is from Catalyst prediction with 721,799 reactions and 888 catalyst types from USPTO. (1) Reactant: [NH2:1][C:2]1[C:3](/[C:9](=[N:11]\[O:12][C:13](=O)[CH3:14])/[NH2:10])=[N:4][C:5]([Br:8])=[CH:6][N:7]=1.CC(O)=O.C([O-])(O)=O.[Na+]. Product: [Br:8][C:5]1[N:4]=[C:3]([C:9]2[N:10]=[C:13]([CH3:14])[O:12][N:11]=2)[C:2]([NH2:1])=[N:7][CH:6]=1. The catalyst class is: 6. (2) Reactant: [Cl:1]N1C(=O)CCC1=O.[C:9]1([CH2:15][O:16][C:17]2[CH:22]=[CH:21][C:20]([C@H:23]3[CH2:40][C@@:38]4([CH3:39])[C@@H:34]([CH2:35][CH2:36][C:37]4=[O:41])[C@H:33]4[C:24]3=[C:25]3[C:30]([CH2:31][CH2:32]4)=[CH:29][C:28](=[O:42])[CH2:27][CH2:26]3)=[CH:19][CH:18]=2)[CH:14]=[CH:13][CH:12]=[CH:11][CH:10]=1.[Na+].[Cl-].C1CCCCC1. Product: [Cl:1][C:29]1[C:28](=[O:42])[CH2:27][CH2:26][C:25]2[C:30]=1[CH2:31][CH2:32][C@@H:33]1[C:24]=2[C@@H:23]([C:20]2[CH:19]=[CH:18][C:17]([O:16][CH2:15][C:9]3[CH:14]=[CH:13][CH:12]=[CH:11][CH:10]=3)=[CH:22][CH:21]=2)[CH2:40][C@@:38]2([CH3:39])[C@H:34]1[CH2:35][CH2:36][C:37]2=[O:41]. The catalyst class is: 9. (3) Reactant: [C:1]([C:5]1[CH:6]=[C:7]([C:18]2[CH:19]=[N:20][C:21]([C:24]([F:27])([F:26])[F:25])=[CH:22][CH:23]=2)[C:8]([O:14]COC)=[C:9]([C:11](=[O:13])[CH3:12])[CH:10]=1)([CH3:4])([CH3:3])[CH3:2].C1(C)C=CC(S(O)(=O)=O)=CC=1. Product: [C:1]([C:5]1[CH:6]=[C:7]([C:18]2[CH:19]=[N:20][C:21]([C:24]([F:27])([F:25])[F:26])=[CH:22][CH:23]=2)[C:8]([OH:14])=[C:9]([C:11](=[O:13])[CH3:12])[CH:10]=1)([CH3:2])([CH3:3])[CH3:4]. The catalyst class is: 5. (4) The catalyst class is: 6. Product: [N:18]1([CH2:17][CH2:16][NH:15][C:2]2[CH:14]=[CH:13][C:5]([C:6]([O:8][C:9]([CH3:12])([CH3:11])[CH3:10])=[O:7])=[CH:4][CH:3]=2)[CH2:22][CH2:21][CH2:20][CH2:19]1. Reactant: F[C:2]1[CH:14]=[CH:13][C:5]([C:6]([O:8][C:9]([CH3:12])([CH3:11])[CH3:10])=[O:7])=[CH:4][CH:3]=1.[NH2:15][CH2:16][CH2:17][N:18]1[CH2:22][CH2:21][CH2:20][CH2:19]1. (5) Product: [CH3:10][O:9][CH2:8][C:6]1[N:7]=[C:2]([NH:25][C:26]2[CH:35]=[C:34]3[C:29]([CH2:30][CH2:31][CH2:32][NH:33]3)=[CH:28][CH:27]=2)[C:3]2[CH:14]=[CH:13][C:12]([C:15]3[C:20]([C:21]([F:24])([F:23])[F:22])=[CH:19][CH:18]=[CH:17][N:16]=3)=[N:11][C:4]=2[N:5]=1. The catalyst class is: 10. Reactant: Cl[C:2]1[C:3]2[CH:14]=[CH:13][C:12]([C:15]3[C:20]([C:21]([F:24])([F:23])[F:22])=[CH:19][CH:18]=[CH:17][N:16]=3)=[N:11][C:4]=2[N:5]=[C:6]([CH2:8][O:9][CH3:10])[N:7]=1.[NH2:25][C:26]1[CH:35]=[C:34]2[C:29]([CH2:30][CH2:31][CH2:32][NH:33]2)=[CH:28][CH:27]=1.